Dataset: Forward reaction prediction with 1.9M reactions from USPTO patents (1976-2016). Task: Predict the product of the given reaction. (1) Given the reactants [Si]([O:8][C@@H:9]1[C@@H:14]([CH3:15])[CH2:13][N:12]([C:16]2[C:21]([NH:22][C:23]([C:25]3[CH:30]=[CH:29][C:28]([F:31])=[C:27]([C:32]4[C:37]([F:38])=[CH:36][C:35]([CH2:39][O:40][CH3:41])=[CH:34][C:33]=4[F:42])[N:26]=3)=[O:24])=[CH:20][N:19]=[C:18]3[CH:43]([OH:46])[CH2:44][CH2:45][C:17]=23)[CH2:11][C@H:10]1[NH:47]C(=O)OC(C)(C)C)(C(C)(C)C)(C)C.Cl.O1CCOCC1, predict the reaction product. The product is: [NH2:47][C@H:10]1[C@H:9]([OH:8])[C@@H:14]([CH3:15])[CH2:13][N:12]([C:16]2[C:21]([NH:22][C:23]([C:25]3[CH:30]=[CH:29][C:28]([F:31])=[C:27]([C:32]4[C:37]([F:38])=[CH:36][C:35]([CH2:39][O:40][CH3:41])=[CH:34][C:33]=4[F:42])[N:26]=3)=[O:24])=[CH:20][N:19]=[C:18]3[CH:43]([OH:46])[CH2:44][CH2:45][C:17]=23)[CH2:11]1. (2) Given the reactants [CH2:1]([CH:8]1[CH2:13][CH2:12][N:11]([C:14](=O)[CH2:15][NH:16][C:17]([NH:19][C:20]2[CH:25]=[CH:24][N:23]=[C:22]([CH3:26])[CH:21]=2)=[O:18])[CH2:10][CH2:9]1)[C:2]1[CH:7]=[CH:6][CH:5]=[CH:4][CH:3]=1.[H-].[H-].[H-].[H-].[Li+].[Al+3].CCOC(C)=O.C([O-])(O)=O.[Na+], predict the reaction product. The product is: [CH2:1]([CH:8]1[CH2:9][CH2:10][N:11]([CH2:14][CH2:15][NH:16][C:17]([NH:19][C:20]2[CH:25]=[CH:24][N:23]=[C:22]([CH3:26])[CH:21]=2)=[O:18])[CH2:12][CH2:13]1)[C:2]1[CH:7]=[CH:6][CH:5]=[CH:4][CH:3]=1. (3) Given the reactants [Br:1][C:2]1[C:10]2[O:9][CH:8]=[C:7]([CH2:11][C:12]3[CH:17]=[CH:16][CH:15]=[C:14]([F:18])[CH:13]=3)[C:6]=2[CH:5]=[C:4]([F:19])[CH:3]=1.BrC1C=C(F)C=CC=1O.FC1C=C(C=CC=1)C=CC=O.[Cl:40][S:41](O)(=[O:43])=[O:42].N1C=CC=CC=1.P(Cl)(Cl)(Cl)(Cl)Cl, predict the reaction product. The product is: [Br:1][C:2]1[C:10]2[O:9][C:8]([S:41]([Cl:40])(=[O:43])=[O:42])=[C:7]([CH2:11][C:12]3[CH:17]=[CH:16][CH:15]=[C:14]([F:18])[CH:13]=3)[C:6]=2[CH:5]=[C:4]([F:19])[CH:3]=1.